This data is from Forward reaction prediction with 1.9M reactions from USPTO patents (1976-2016). The task is: Predict the product of the given reaction. (1) Given the reactants N[C:2]1[CH:7]=[C:6]([F:8])[C:5]([Cl:9])=[CH:4][C:3]=1[S:10]([NH:13][C:14]1[CH:15]=[CH:16][C:17]([Cl:24])=[C:18]2[C:23]=1[N:22]=[CH:21][CH:20]=[CH:19]2)(=[O:12])=[O:11].N(OC(C)(C)C)=O.CC(O)=O, predict the reaction product. The product is: [Cl:9][C:5]1[CH:4]=[C:3]2[C:2](=[CH:7][C:6]=1[F:8])[C:15]1[C:14](=[C:23]3[C:18](=[C:17]([Cl:24])[CH:16]=1)[CH:19]=[CH:20][CH:21]=[N:22]3)[NH:13][S:10]2(=[O:11])=[O:12]. (2) Given the reactants Cl.[C:2]([C:4]1[CH:5]=[C:6]2[C:10](=[CH:11][CH:12]=1)[NH:9][CH:8]=[C:7]2[CH2:13][CH2:14][CH2:15][CH2:16][N:17]1[CH2:22][CH2:21][N:20]([C:23]2[CH:24]=[CH:25][C:26]3[O:30][C:29]([C:31]([O:33]CC)=O)=[CH:28][C:27]=3[CH:36]=2)[CH2:19][CH2:18]1)#[N:3].O.[NH3:38], predict the reaction product. The product is: [CH:12]1[C:4]([C:2]#[N:3])=[CH:5][C:6]2[C:7]([CH2:13][CH2:14][CH2:15][CH2:16][N:17]3[CH2:22][CH2:21][N:20]([C:23]4[CH:24]=[CH:25][C:26]5[O:30][C:29]([C:31]([NH2:38])=[O:33])=[CH:28][C:27]=5[CH:36]=4)[CH2:19][CH2:18]3)=[CH:8][NH:9][C:10]=2[CH:11]=1. (3) The product is: [NH2:34][C@@H:30]([CH2:29][CH2:28][O:27][C:21]1[CH:20]=[C:19]2[C:24]([C:15]([O:14][C:13]3[CH:41]=[CH:42][C:10]([NH:9][C:1](=[O:8])[C:2]4[CH:3]=[CH:4][CH:5]=[CH:6][CH:7]=4)=[CH:11][CH:12]=3)=[CH:16][CH:17]=[N:18]2)=[CH:23][C:22]=1[O:25][CH3:26])[C:31]([OH:33])=[O:32]. Given the reactants [C:1]([NH:9][C:10]1[CH:42]=[CH:41][C:13]([O:14][C:15]2[C:24]3[C:19](=[CH:20][C:21]([O:27][CH2:28][CH2:29][C@H:30]([NH:34]C(C(C)(C)C)=O)[C:31]([OH:33])=[O:32])=[C:22]([O:25][CH3:26])[CH:23]=3)[N:18]=[CH:17][CH:16]=2)=[CH:12][CH:11]=1)(=[O:8])[C:2]1[CH:7]=[CH:6][CH:5]=[CH:4][CH:3]=1.C(O)(C(F)(F)F)=O, predict the reaction product.